Dataset: Forward reaction prediction with 1.9M reactions from USPTO patents (1976-2016). Task: Predict the product of the given reaction. (1) Given the reactants [NH2:1][C:2]1[C:3]([NH:8][C:9]2[CH:10]=[C:11]([C:15]3[CH:20]=[CH:19][CH:18]=[CH:17][CH:16]=3)[CH:12]=[CH:13][CH:14]=2)=[N:4][CH:5]=[CH:6][CH:7]=1.[CH3:21][CH:22]([CH3:29])[CH2:23][C:24](=O)[C:25](O)=[O:26].C(OCC)(=O)C.C(=O)(O)[O-].[Na+], predict the reaction product. The product is: [C:11]1([C:15]2[CH:16]=[CH:17][CH:18]=[CH:19][CH:20]=2)[CH:12]=[CH:13][CH:14]=[C:9]([N:8]2[C:25](=[O:26])[C:24]([CH2:23][CH:22]([CH3:29])[CH3:21])=[N:1][C:2]3[CH:7]=[CH:6][CH:5]=[N:4][C:3]2=3)[CH:10]=1. (2) Given the reactants [CH3:1][C:2]1[NH:3][C:4]([C:9]([F:12])([F:11])[F:10])=[CH:5][C:6]=1[C:7]#[N:8].[F:13][C:14]1[CH:19]=[CH:18][C:17]([CH2:20][CH2:21]O)=[CH:16][CH:15]=1.C(C=C1CCP(C)C1(C)C)#N, predict the reaction product. The product is: [F:13][C:14]1[CH:19]=[CH:18][C:17]([CH2:20][CH2:21][N:3]2[C:4]([C:9]([F:10])([F:12])[F:11])=[CH:5][C:6]([C:7]#[N:8])=[C:2]2[CH3:1])=[CH:16][CH:15]=1.